Dataset: Reaction yield outcomes from USPTO patents with 853,638 reactions. Task: Predict the reaction yield, written as a fraction of the theoretical maximum amount of product (1.0 means a 100% yield; for example, 0.34 means a 34% yield). (1) The reactants are C1(P(C2C=CC=CC=2)C2C=CC=CC=2)C=CC=CC=1.O[CH2:21][CH2:22][NH:23][C:24](=[O:30])[O:25][C:26]([CH3:29])([CH3:28])[CH3:27].[Br:31]N1C(=O)CCC1=O. The catalyst is ClCCl. The product is [Br:31][CH2:21][CH2:22][NH:23][C:24](=[O:30])[O:25][C:26]([CH3:29])([CH3:28])[CH3:27]. The yield is 0.360. (2) The reactants are Br[C:2]1[CH:3]=[N:4][CH:5]=[C:6]2[C:11]=1[N:10]=[C:9]([C:12]([O:14][CH3:15])=[O:13])[CH:8]=[CH:7]2.[Br-].[CH2:17]([Zn+])[CH:18]([CH3:20])[CH3:19].O1C[CH2:25][CH2:24][CH2:23]1. The catalyst is C1(P([C-]2C=CC=C2)C2C=CC=CC=2)C=CC=CC=1.[C-]1(P(C2C=CC=CC=2)C2C=CC=CC=2)C=CC=C1.[Fe+2].[Pd](Cl)Cl. The product is [CH2:17]([C:2]1[CH:3]=[N:4][CH:5]=[C:6]2[C:11]=1[N:10]=[C:9]([C:12]([O:14][CH2:15][CH:24]([CH3:25])[CH3:23])=[O:13])[CH:8]=[CH:7]2)[CH:18]([CH3:20])[CH3:19]. The yield is 0.450. (3) The catalyst is CCCCCC. The product is [CH2:13]([O:15][C:16]([C:18]1([CH2:7][CH:5]=[CH2:6])[CH2:23][CH2:22][CH2:21][C:20]2([O:32][CH2:31][CH2:30][O:24]2)[CH2:19]1)=[O:17])[CH3:14]. The reactants are C(N[CH:5]([CH3:7])[CH3:6])(C)C.C([Li])CCC.[CH2:13]([O:15][C:16]([CH:18]1[CH2:23][CH2:22][CH2:21][C:20](=[O:24])[CH2:19]1)=[O:17])[CH3:14].C(Br)C=C.C1C[O:32][CH2:31][CH2:30]1. The yield is 0.810. (4) The reactants are [O:1]1[CH2:6][CH2:5][N:4](NC(N)=O)[CH2:3][CH2:2]1.[CH:11]1[CH:16]=[C:15]([C:17]2[C:27]3[CH:28]=[CH:29][C:30]([NH2:32])=[CH:31][C:26]=3[O:25][C:24]3[C:18]=2[CH:19]=[CH:20][C:21]([CH:23]=3)=[NH2+:22])[C:14]([C:33]([OH:35])=[O:34])=[CH:13][CH:12]=1.[Cl-].FC(F)(F)[C:39]([OH:41])=O.N(OCCC(C)C)=O.[N-:52]=[N+:53]=[N-].[Na+].C([O-])(O)=O.[Na+]. The catalyst is CC#N.C(Cl)Cl. The product is [CH2:5]1[N:4]([C:39]([NH:22][C:21]2[CH:20]=[CH:19][C:18]3[C:17]4([O:35][C:33](=[O:34])[C:14]5[C:15]4=[CH:16][CH:11]=[CH:12][CH:13]=5)[C:27]4[CH:28]=[CH:29][C:30]([N:32]=[N+:52]=[N-:53])=[CH:31][C:26]=4[O:25][C:24]=3[CH:23]=2)=[O:41])[CH2:3][CH2:2][O:1][CH2:6]1. The yield is 0.810. (5) The reactants are Cl.Cl.C(OC[N:11]1[CH:15]=[CH:14][N:13]=[C:12]1[C@H:16]1[C@H:25]2[CH2:26][CH2:27][N:28]([C:29]([C@H:31]3[CH2:36][CH2:35][CH2:34][CH2:33][C@H:32]3[NH2:37])=[O:30])[C@H:24]2[C:23]2[CH:22]=[CH:21][CH:20]=[CH:19][C:18]=2[NH:17]1)(=O)C(C)(C)C.[C:38]([C:40]1[CH:48]=[CH:47][C:43]([C:44](Cl)=[O:45])=[CH:42][CH:41]=1)#[N:39].N. The catalyst is C(OCC)(=O)C.C(=O)([O-])[O-].[Na+].[Na+].CO. The product is [C:38]([C:40]1[CH:48]=[CH:47][C:43]([C:44]([NH:37][C@@H:32]2[CH2:33][CH2:34][CH2:35][CH2:36][C@@H:31]2[C:29]([N:28]2[C@@H:24]3[C@@H:25]([C@H:16]([C:12]4[NH:13][CH:14]=[CH:15][N:11]=4)[NH:17][C:18]4[CH:19]=[CH:20][CH:21]=[CH:22][C:23]=43)[CH2:26][CH2:27]2)=[O:30])=[O:45])=[CH:42][CH:41]=1)#[N:39]. The yield is 0.940. (6) The reactants are Cl[C:2]1[C:11]2[C:6](=[CH:7][CH:8]=[C:9]([F:12])[CH:10]=2)[N:5]=[C:4]([C:13]([C:15]2[CH:20]=[CH:19][C:18]([F:21])=[CH:17][CH:16]=2)=[O:14])[N:3]=1.[CH3:22][C:23]1[NH:27][N:26]=[C:25]([NH2:28])[CH:24]=1. No catalyst specified. The product is [F:12][C:9]1[CH:10]=[C:11]2[C:6](=[CH:7][CH:8]=1)[N:5]=[C:4]([C:13]([C:15]1[CH:20]=[CH:19][C:18]([F:21])=[CH:17][CH:16]=1)=[O:14])[N:3]=[C:2]2[NH:28][C:25]1[CH:24]=[C:23]([CH3:22])[NH:27][N:26]=1. The yield is 0.850. (7) The reactants are [F:1][C:2]1[CH:7]=[CH:6][C:5]([F:8])=[CH:4][C:3]=1[NH:9][CH2:10][C:11]1[CH:16]=[CH:15][CH:14]=[C:13]([O:17][C:18]([F:23])([F:22])[CH:19]([F:21])[F:20])[CH:12]=1.[F:24][C:25]([F:30])([F:29])[CH:26]1[O:28][CH2:27]1. The catalyst is C(#N)C.FC(F)(F)S([O-])(=O)=O.[Yb+3].FC(F)(F)S([O-])(=O)=O.FC(F)(F)S([O-])(=O)=O. The product is [F:1][C:2]1[CH:7]=[CH:6][C:5]([F:8])=[CH:4][C:3]=1[N:9]([CH2:10][C:11]1[CH:16]=[CH:15][CH:14]=[C:13]([O:17][C:18]([F:22])([F:23])[CH:19]([F:20])[F:21])[CH:12]=1)[CH2:27][CH:26]([OH:28])[C:25]([F:30])([F:29])[F:24]. The yield is 0.840.